Dataset: Reaction yield outcomes from USPTO patents with 853,638 reactions. Task: Predict the reaction yield, written as a fraction of the theoretical maximum amount of product (1.0 means a 100% yield; for example, 0.34 means a 34% yield). (1) The reactants are [NH:1]1[CH2:5][CH2:4][CH2:3][CH2:2]1.[O-:6][N+:7]1[C:12]2[CH:13]=[C:14]3[C:18](=[CH:19][C:11]=2[N:10]=[C:9]([CH2:20][CH2:21][CH:22]=O)[N:8]=1)[CH2:17][CH2:16][CH2:15]3.[BH3-]C#N.[Na+].CC(O)=O. The catalyst is CO. The product is [N:1]1([CH2:22][CH2:21][CH2:20][C:9]2[N:8]=[N+:7]([O-:6])[C:12]3[CH:13]=[C:14]4[C:18]([CH2:17][CH2:16][CH2:15]4)=[CH:19][C:11]=3[N:10]=2)[CH2:5][CH2:4][CH2:3][CH2:2]1. The yield is 0.840. (2) The reactants are COC(C1[CH2:10][CH2:9][N:8]([S:11]([CH2:14][C:15]2[C:24]3[C:19](=[CH:20][CH:21]=[CH:22][CH:23]=3)[N:18]([CH2:25][CH3:26])[C:17]([CH3:28])([CH3:27])[CH:16]=2)(=[O:13])=[O:12])[CH2:7][CH2:6]1)=O.C(N1C2C(=CC=CC=2)C(CS(Cl)(=O)=O)=CC1(C)C)C.C(NCC)C.C(Cl)(Cl)Cl. The catalyst is C(O)C. The product is [CH2:9]([N:8]([CH2:7][CH3:6])[S:11]([CH2:14][C:15]1[C:24]2[C:19](=[CH:20][CH:21]=[CH:22][CH:23]=2)[N:18]([CH2:25][CH3:26])[C:17]([CH3:27])([CH3:28])[CH:16]=1)(=[O:12])=[O:13])[CH3:10]. The yield is 0.790. (3) The reactants are [C:1]1([CH:7]([C:13]2[CH:18]=[CH:17][CH:16]=[CH:15][CH:14]=2)[N:8]2[CH2:11][CH:10]([OH:12])[CH2:9]2)[CH:6]=[CH:5][CH:4]=[CH:3][CH:2]=1.Cl[CH2:20][C:21]1[CH:26]=[CH:25][C:24]([Cl:27])=[C:23](Cl)[CH:22]=1. No catalyst specified. The product is [Cl:27][C:24]1[CH:25]=[CH:26][C:21]([CH2:20][O:12][CH:10]2[CH2:11][N:8]([CH:7]([C:1]3[CH:2]=[CH:3][CH:4]=[CH:5][CH:6]=3)[C:13]3[CH:14]=[CH:15][CH:16]=[CH:17][CH:18]=3)[CH2:9]2)=[CH:22][CH:23]=1. The yield is 0.920. (4) The reactants are [CH3:1][O:2][C:3]1[CH:4]=[C:5]2[C:10](=[CH:11][CH:12]=1)[N:9]=[C:8]([C:13]1[CH:21]=[CH:20][C:16]([C:17](=[S:19])[NH2:18])=[CH:15][CH:14]=1)[CH:7]=[CH:6]2.[C:22](Cl)(=[O:26])C(Cl)=O.[Si]([N:32]=[N+]=[N-])(C)(C)C.O. The catalyst is ClCCCl.CC(O)C. The product is [CH3:1][O:2][C:3]1[CH:4]=[C:5]2[C:10](=[CH:11][CH:12]=1)[N:9]=[C:8]([C:13]1[CH:21]=[CH:20][C:16]([C:17]3[S:19][NH:32][C:22](=[O:26])[N:18]=3)=[CH:15][CH:14]=1)[CH:7]=[CH:6]2. The yield is 0.490. (5) The reactants are C[CH:2]([N:6]1[C:10]2[CH:11]=[CH:12][C:13]([Cl:15])=[CH:14][C:9]=2[N:8]=[C:7]1[C:16]1[CH:21]=[C:20]([Cl:22])[CH:19]=[CH:18][C:17]=1[Cl:23])[C:3](O)=[O:4].CC(N1C2C=C(Cl)C=CC=2N=C1C1C=C(Cl)C=CC=1Cl)C(O)=O.[CH:47]([C:50]1[CH:51]=[CH:52][C:53]([CH3:57])=[C:54]([CH:56]=1)[NH2:55])([CH3:49])[CH3:48].CN(C(ON1N=NC2C=CC=NC1=2)=[N+](C)C)C.F[P-](F)(F)(F)(F)F. No catalyst specified. The product is [Cl:15][C:13]1[CH:12]=[CH:11][C:10]2[N:6]([CH2:2][C:3]([NH:55][C:54]3[CH:56]=[C:50]([CH:47]([CH3:48])[CH3:49])[CH:51]=[CH:52][C:53]=3[CH3:57])=[O:4])[C:7]([C:16]3[CH:21]=[C:20]([Cl:22])[CH:19]=[CH:18][C:17]=3[Cl:23])=[N:8][C:9]=2[CH:14]=1. The yield is 0.450.